This data is from Catalyst prediction with 721,799 reactions and 888 catalyst types from USPTO. The task is: Predict which catalyst facilitates the given reaction. (1) Reactant: [Cl:1][C:2]1[CH:7]=[CH:6][C:5]([N+:8]([O-:10])=[O:9])=[CH:4][C:3]=1[CH2:11]O.C1(P(C2C=CC=CC=2)C2C=CC=CC=2)C=CC=CC=1.C(Br)(Br)(Br)[Br:33]. Product: [Br:33][CH2:11][C:3]1[CH:4]=[C:5]([N+:8]([O-:10])=[O:9])[CH:6]=[CH:7][C:2]=1[Cl:1]. The catalyst class is: 2. (2) Reactant: [CH3:1][N:2]1[CH2:7][CH2:6][N:5]([C:8]2[CH:22]=[CH:21][C:11]([CH2:12][NH:13][C:14](=[O:20])[O:15][C:16]([CH3:19])([CH3:18])[CH3:17])=[CH:10][CH:9]=2)[CH2:4][CH2:3]1.C1C(=O)N([Cl:30])C(=O)C1. The catalyst class is: 2. Product: [Cl:30][C:22]1[CH:21]=[C:11]([CH:10]=[CH:9][C:8]=1[N:5]1[CH2:4][CH2:3][N:2]([CH3:1])[CH2:7][CH2:6]1)[CH2:12][NH:13][C:14](=[O:20])[O:15][C:16]([CH3:19])([CH3:17])[CH3:18]. (3) Reactant: [C:1]([N:11]1[CH2:15][CH2:14][C@H:13]([OH:16])[CH2:12]1)([O:3][CH2:4][C:5]1[CH:10]=[CH:9][CH:8]=[CH:7][CH:6]=1)=[O:2].[H-].[Na+].Br[CH2:20][C:21]([O:23][CH3:24])=[O:22].[Cl-].[NH4+]. Product: [CH2:4]([O:3][C:1]([N:11]1[CH2:15][CH2:14][C@H:13]([O:16][CH2:20][C:21]([O:23][CH3:24])=[O:22])[CH2:12]1)=[O:2])[C:5]1[CH:10]=[CH:9][CH:8]=[CH:7][CH:6]=1. The catalyst class is: 7.